This data is from Forward reaction prediction with 1.9M reactions from USPTO patents (1976-2016). The task is: Predict the product of the given reaction. (1) Given the reactants [F:1][C:2]1[CH:3]=[CH:4][C:5]([C:8]([NH:10][C:11](=[O:13])[CH3:12])=[CH2:9])=[N:6][CH:7]=1, predict the reaction product. The product is: [F:1][C:2]1[CH:3]=[CH:4][C:5]([CH:8]([NH:10][C:11](=[O:13])[CH3:12])[CH3:9])=[N:6][CH:7]=1. (2) Given the reactants [C:1]([CH2:3][NH:4][C:5](=[O:35])[C@@H:6]([O:11][C@@H:12]([C:19]1[CH:24]=[CH:23][C:22]([CH:25]2[CH2:30][CH2:29][N:28]([CH2:31][CH2:32][O:33][CH3:34])[CH2:27][CH2:26]2)=[CH:21][CH:20]=1)[C:13]1[CH:18]=[CH:17][CH:16]=[CH:15][CH:14]=1)[CH2:7][CH:8]([CH3:10])[CH3:9])#[N:2].CO.CC(C)=[O:40], predict the reaction product. The product is: [C:1]([CH2:3][NH:4][C:5](=[O:35])[C@@H:6]([O:11][C@@H:12]([C:19]1[CH:24]=[CH:23][C:22]([CH:25]2[CH2:30][CH2:29][N+:28]([CH2:31][CH2:32][O:33][CH3:34])([O-:40])[CH2:27][CH2:26]2)=[CH:21][CH:20]=1)[C:13]1[CH:18]=[CH:17][CH:16]=[CH:15][CH:14]=1)[CH2:7][CH:8]([CH3:10])[CH3:9])#[N:2]. (3) Given the reactants [C:1]1(=O)[CH2:6][CH2:5][CH2:4][CH2:3][CH2:2]1.[NH2:8][C:9]1[CH:10]=[C:11]2[C:15](=[CH:16][CH:17]=1)[NH:14][N:13]=[CH:12]2.C(O)(=O)C.C(=O)([O-])O.[Na+], predict the reaction product. The product is: [CH:1]1([NH:8][C:9]2[CH:10]=[C:11]3[C:15](=[CH:16][CH:17]=2)[NH:14][N:13]=[CH:12]3)[CH2:6][CH2:5][CH2:4][CH2:3][CH2:2]1. (4) Given the reactants C(Cl)(=[O:3])C.[N:5]1([C:10]2[CH:15]=[CH:14][C:13]([NH:16][C:17]3[N:22]=[C:21]([C:23]4[CH:28]=[C:27]([NH:29][C:30]5[CH:35]=CC=CC=5)[CH:26]=[C:25]([N:36]5[CH2:41][CH2:40][O:39][CH2:38][CH2:37]5)[CH:24]=4)[CH:20]=[CH:19][N:18]=3)=[CH:12][CH:11]=2)[CH:9]=[CH:8][N:7]=[N:6]1, predict the reaction product. The product is: [N:5]1([C:10]2[CH:11]=[CH:12][C:13]([NH:16][C:17]3[N:22]=[C:21]([C:23]4[CH:28]=[C:27]([NH:29][C:30](=[O:3])[CH3:35])[CH:26]=[C:25]([N:36]5[CH2:37][CH2:38][O:39][CH2:40][CH2:41]5)[CH:24]=4)[CH:20]=[CH:19][N:18]=3)=[CH:14][CH:15]=2)[CH:9]=[CH:8][N:7]=[N:6]1. (5) The product is: [F:8][C:7]1[C:2]2[N:3]([CH:14]=[CH:13][N:26]=2)[CH:4]=[CH:5][C:6]=1[C:9]([F:12])([F:11])[F:10]. Given the reactants Cl[C:2]1[C:7]([F:8])=[C:6]([C:9]([F:12])([F:11])[F:10])[CH:5]=[CH:4][N:3]=1.[C:13](=[NH:26])(C1C=CC=CC=1)[C:14]1C=CC=CC=1.C(=O)([O-])[O-].[Cs+].[Cs+].C1C=CC(P(C2C(C3C(P(C4C=CC=CC=4)C4C=CC=CC=4)=CC=C4C=3C=CC=C4)=C3C(C=CC=C3)=CC=2)C2C=CC=CC=2)=CC=1.Cl.C(=O)([O-])O.[Na+].ClCC=O, predict the reaction product. (6) Given the reactants [NH2:1][CH2:2][C@@H:3]1[O:7][C:6](=[O:8])[N:5]([C:9]2[CH:14]=[CH:13][C:12]([CH:15]3[CH2:20][CH2:19][S:18](=[O:22])(=[O:21])[CH2:17][CH2:16]3)=[C:11]([F:23])[CH:10]=2)[CH2:4]1.[C:24](Cl)(=[O:34])[O:25][CH2:26][O:27][C:28](=[O:33])[C:29]([CH3:32])([CH3:31])[CH3:30], predict the reaction product. The product is: [O:22]=[S:18]1(=[O:21])[CH2:19][CH2:20][CH:15]([C:12]2[CH:13]=[CH:14][C:9]([N:5]3[CH2:4][C@H:3]([CH2:2][NH:1][C:24]([O:25][CH2:26][O:27][C:28](=[O:33])[C:29]([CH3:31])([CH3:30])[CH3:32])=[O:34])[O:7][C:6]3=[O:8])=[CH:10][C:11]=2[F:23])[CH2:16][CH2:17]1.